This data is from Full USPTO retrosynthesis dataset with 1.9M reactions from patents (1976-2016). The task is: Predict the reactants needed to synthesize the given product. The reactants are: [OH:1][C:2]1[CH:3]=[C:4]([CH:7]=[CH:8][CH:9]=1)[CH:5]=[O:6].[CH2:10](Br)[CH2:11][C:12]1[CH:17]=[CH:16][CH:15]=[CH:14][CH:13]=1. Given the product [CH2:10]([O:1][C:2]1[CH:3]=[C:4]([CH:7]=[CH:8][CH:9]=1)[CH:5]=[O:6])[CH2:11][C:12]1[CH:17]=[CH:16][CH:15]=[CH:14][CH:13]=1, predict the reactants needed to synthesize it.